Dataset: Forward reaction prediction with 1.9M reactions from USPTO patents (1976-2016). Task: Predict the product of the given reaction. (1) The product is: [F:14][CH:15]([F:33])[CH:16]([C:18]1[CH:19]=[CH:20][C:21]([C:2]2[CH:7]=[CH:6][C:5]([C:8]3([C:11]#[N:12])[CH2:10][CH2:9]3)=[CH:4][C:3]=2[F:13])=[CH:22][CH:23]=1)[OH:17]. Given the reactants Br[C:2]1[CH:7]=[CH:6][C:5]([C:8]2([C:11]#[N:12])[CH2:10][CH2:9]2)=[CH:4][C:3]=1[F:13].[F:14][CH:15]([F:33])[CH:16]([C:18]1[CH:23]=[CH:22][C:21](B2OC(C)(C)C(C)(C)O2)=[CH:20][CH:19]=1)[OH:17].C(=O)([O-])[O-].[Na+].[Na+], predict the reaction product. (2) Given the reactants [Cl:1][C:2]1[C:3]([S:32](O)(=[O:34])=[O:33])=[N:4][CH:5]=[C:6]([C:17]([N:19]2[CH2:24][CH2:23][CH:22]([C:25]3[CH:30]=[CH:29][C:28]([F:31])=[CH:27][CH:26]=3)[CH2:21][CH2:20]2)=[O:18])[C:7]=1[NH:8][C:9]1[CH:14]=[CH:13][C:12]([F:15])=[CH:11][C:10]=1[CH3:16].[CH3:36][N:37]1[CH:41]=[CH:40][C:39]([NH2:42])=[N:38]1, predict the reaction product. The product is: [Cl:1][C:2]1[C:3]([S:32]([NH:42][C:39]2[CH:40]=[CH:41][N:37]([CH3:36])[N:38]=2)(=[O:34])=[O:33])=[N:4][CH:5]=[C:6]([C:17]([N:19]2[CH2:24][CH2:23][CH:22]([C:25]3[CH:26]=[CH:27][C:28]([F:31])=[CH:29][CH:30]=3)[CH2:21][CH2:20]2)=[O:18])[C:7]=1[NH:8][C:9]1[CH:14]=[CH:13][C:12]([F:15])=[CH:11][C:10]=1[CH3:16].